Dataset: Peptide-MHC class I binding affinity with 185,985 pairs from IEDB/IMGT. Task: Regression. Given a peptide amino acid sequence and an MHC pseudo amino acid sequence, predict their binding affinity value. This is MHC class I binding data. (1) The peptide sequence is ATYQRTRAL. The MHC is HLA-C07:01 with pseudo-sequence HLA-C07:01. The binding affinity (normalized) is 0.601. (2) The peptide sequence is NTKSDIDVIK. The MHC is HLA-A11:01 with pseudo-sequence HLA-A11:01. The binding affinity (normalized) is 0.610. (3) The peptide sequence is SLNRQTVSR. The MHC is HLA-A31:01 with pseudo-sequence HLA-A31:01. The binding affinity (normalized) is 0.818. (4) The peptide sequence is YTAVVPLVN. The MHC is HLA-B46:01 with pseudo-sequence HLA-B46:01. The binding affinity (normalized) is 0.0269.